Dataset: Reaction yield outcomes from USPTO patents with 853,638 reactions. Task: Predict the reaction yield, written as a fraction of the theoretical maximum amount of product (1.0 means a 100% yield; for example, 0.34 means a 34% yield). (1) The reactants are [N+:1]([C:4]1[C:5]([NH:13][C@H:14]2[CH2:19][CH2:18][C@H:17]([CH2:20][OH:21])[CH2:16][CH2:15]2)=[C:6]2[S:12][CH:11]=[CH:10][C:7]2=[N:8][CH:9]=1)([O-])=O. The catalyst is [Pd].CO. The product is [NH2:1][C:4]1[C:5]([NH:13][C@H:14]2[CH2:15][CH2:16][C@H:17]([CH2:20][OH:21])[CH2:18][CH2:19]2)=[C:6]2[S:12][CH:11]=[CH:10][C:7]2=[N:8][CH:9]=1. The yield is 0.570. (2) The reactants are OC[C@@H](N[C:11](=[O:26])[C@@:12]([CH3:25])([C:19]1[CH:24]=[CH:23][CH:22]=[CH:21][CH:20]=1)[CH2:13][CH2:14][C:15]([CH3:18])([CH3:17])[CH3:16])C1C=CC=CC=1.S(=O)(=O)(O)[OH:28]. The catalyst is O1CCOCC1. The product is [CH3:25][C@:12]([C:19]1[CH:20]=[CH:21][CH:22]=[CH:23][CH:24]=1)([CH2:13][CH2:14][C:15]([CH3:16])([CH3:17])[CH3:18])[C:11]([OH:26])=[O:28]. The yield is 0.980.